From a dataset of Full USPTO retrosynthesis dataset with 1.9M reactions from patents (1976-2016). Predict the reactants needed to synthesize the given product. (1) Given the product [CH3:1][O:2][C:3]1[CH:4]=[C:5]2[C:10](=[CH:11][C:12]=1[O:13][CH3:14])[N:9]=[CH:8][CH:7]=[C:6]2[O:15][C:16]1[CH:22]=[CH:21][C:19]([NH:20][C:29]([NH:37][N:38]2[CH2:44][CH2:43][CH2:42][CH2:41][CH2:40][CH2:39]2)=[O:35])=[C:18]([O:23][CH3:24])[CH:17]=1, predict the reactants needed to synthesize it. The reactants are: [CH3:1][O:2][C:3]1[CH:4]=[C:5]2[C:10](=[CH:11][C:12]=1[O:13][CH3:14])[N:9]=[CH:8][CH:7]=[C:6]2[O:15][C:16]1[CH:22]=[CH:21][C:19]([NH2:20])=[C:18]([O:23][CH3:24])[CH:17]=1.ClC(Cl)(O[C:29](=[O:35])OC(Cl)(Cl)Cl)Cl.[NH2:37][N:38]1[CH2:44][CH2:43][CH2:42][CH2:41][CH2:40][CH2:39]1.C(=O)(O)[O-].[Na+]. (2) Given the product [N:8]1[C:9]2[C:14](=[CH:13][CH:12]=[CH:11][CH:10]=2)[CH:15]=[C:6]([CH:4]=[O:5])[CH:7]=1, predict the reactants needed to synthesize it. The reactants are: CON(C)[C:4]([C:6]1[CH:7]=[N:8][C:9]2[C:14]([CH:15]=1)=[CH:13][CH:12]=[CH:11][CH:10]=2)=[O:5].[H-].[H-].[H-].[H-].[Li+].[Al+3]. (3) Given the product [Br:13][C:3]1[C:4](=[O:12])[NH:5][C:6]2[C:11]([C:2]=1[O:1][CH2:30][C:29]1[CH:32]=[CH:33][C:34]([F:36])=[CH:35][C:28]=1[F:27])=[CH:10][CH:9]=[CH:8][CH:7]=2, predict the reactants needed to synthesize it. The reactants are: [OH:1][C:2]1[C:11]2[C:6](=[CH:7][CH:8]=[CH:9][CH:10]=2)[NH:5][C:4](=[O:12])[CH:3]=1.[Br:13]N1C(=O)CCC1=O.C([O-])([O-])=O.[K+].[K+].[F:27][C:28]1[CH:35]=[C:34]([F:36])[CH:33]=[CH:32][C:29]=1[CH2:30]Br. (4) Given the product [Br:1][C:2]1[CH:22]=[CH:21][C:5]2[C:6]3[N:10]([CH:9]=[C:8]([C:14]4[N:27]([CH:24]([CH3:26])[CH3:25])[N:20]=[C:17]([S:18][CH3:19])[N:16]=4)[N:7]=3)[CH2:11][CH2:12][O:13][C:4]=2[CH:3]=1, predict the reactants needed to synthesize it. The reactants are: [Br:1][C:2]1[CH:22]=[CH:21][C:5]2[C:6]3[N:10]([CH2:11][CH2:12][O:13][C:4]=2[CH:3]=1)[CH:9]=[C:8]([C:14]([NH:16][C:17](=[NH:20])[S:18][CH3:19])=O)[N:7]=3.Cl.[CH:24]([NH:27]N)([CH3:26])[CH3:25]. (5) The reactants are: Cl[C:2]1[N:7]=[C:6]([CH3:8])[CH:5]=[C:4]([CH3:9])[N:3]=1.C(=O)([O-])[O-].[K+].[K+].[NH:16]1[CH2:21][CH2:20][NH:19][CH2:18][CH2:17]1. Given the product [CH3:9][C:4]1[CH:5]=[C:6]([CH3:8])[N:7]=[C:2]([N:16]2[CH2:21][CH2:20][NH:19][CH2:18][CH2:17]2)[N:3]=1, predict the reactants needed to synthesize it. (6) Given the product [Cl:38][C:22]1[CH:21]=[C:20]([N:14]2[CH2:13][CH2:12][C:11]3[C:16](=[CH:17][CH:18]=[C:9]([Cl:8])[CH:10]=3)[CH2:15]2)[CH:25]=[C:24]([C:26]([F:29])([F:28])[F:27])[C:23]=1[NH:30][C:31](=[O:37])[CH2:32][C:33]([CH3:35])([CH3:34])[CH3:36], predict the reactants needed to synthesize it. The reactants are: CC(C)([O-])C.[K+].Cl.[Cl:8][C:9]1[CH:10]=[C:11]2[C:16](=[CH:17][CH:18]=1)[CH2:15][NH:14][CH2:13][CH2:12]2.Br[C:20]1[CH:25]=[C:24]([C:26]([F:29])([F:28])[F:27])[C:23]([NH:30][C:31](=[O:37])[CH2:32][C:33]([CH3:36])([CH3:35])[CH3:34])=[C:22]([Cl:38])[CH:21]=1. (7) Given the product [CH2:1]([O:8][N:9]1[C:14]2[N:15]=[CH:16][N:17]=[CH:18][C:13]=2[C:12]([NH:19][CH:20]([C:22]2[CH:23]=[CH:24][CH:25]=[CH:26][CH:27]=2)[CH3:21])=[CH:11][C:10]1=[O:33])[C:2]1[CH:7]=[CH:6][CH:5]=[CH:4][CH:3]=1, predict the reactants needed to synthesize it. The reactants are: [CH2:1]([O:8][N:9]1[C:14]2[N:15]=[CH:16][N:17]=[CH:18][C:13]=2[C:12]([NH:19][CH:20]([C:22]2[CH:27]=[CH:26][CH:25]=[CH:24][CH:23]=2)[CH3:21])=[C:11](C(OCC)=O)[C:10]1=[O:33])[C:2]1[CH:7]=[CH:6][CH:5]=[CH:4][CH:3]=1.[OH-].[Na+]. (8) Given the product [CH2:19]([O:21][C:22]([C:23]1[C:8]([C:3]2[C:2]([F:1])=[CH:7][CH:6]=[CH:5][N:4]=2)=[N:9][O:10][C:24]=1[CH3:25])=[O:26])[CH3:20], predict the reactants needed to synthesize it. The reactants are: [F:1][C:2]1[C:3]([CH:8]=[N:9][OH:10])=[N:4][CH:5]=[CH:6][CH:7]=1.ClN1C(=O)CCC1=O.[CH2:19]([O:21][C:22](=[O:26])[C:23]#[C:24][CH3:25])[CH3:20].C(N(CC)CC)C. (9) The reactants are: [F:1][C:2]1[CH:7]=[CH:6][CH:5]=[C:4]([OH:8])[C:3]=1[C:9]1[N:18]=[C:17]([N:19]2[CH2:23][CH2:22][C@@H:21]([NH:24][C:25](=[O:29])[O:26][CH2:27][CH3:28])[CH2:20]2)[C:16]2[C:11](=[CH:12][C:13]([CH3:30])=[CH:14][CH:15]=2)[N:10]=1.[ClH:31]. Given the product [ClH:31].[F:1][C:2]1[CH:7]=[CH:6][CH:5]=[C:4]([OH:8])[C:3]=1[C:9]1[N:18]=[C:17]([N:19]2[CH2:23][CH2:22][C@@H:21]([NH:24][C:25](=[O:29])[O:26][CH2:27][CH3:28])[CH2:20]2)[C:16]2[C:11](=[CH:12][C:13]([CH3:30])=[CH:14][CH:15]=2)[N:10]=1, predict the reactants needed to synthesize it. (10) Given the product [C:1]([O:5][C:6]([N:8]1[CH2:11][C:10](=[CH:12][C:13]2[S:21][C:20]3[C:19]([N:22]4[CH2:27][CH2:26][O:25][CH2:24][CH2:23]4)=[N:18][C:17]([N:32]4[C:33]5[CH:39]=[CH:38][CH:37]=[CH:36][C:34]=5[N:35]=[C:31]4[CH2:29][CH3:30])=[N:16][C:15]=3[CH:14]=2)[CH2:9]1)=[O:7])([CH3:4])([CH3:3])[CH3:2], predict the reactants needed to synthesize it. The reactants are: [C:1]([O:5][C:6]([N:8]1[CH2:11][C:10](=[CH:12][C:13]2[S:21][C:20]3[C:19]([N:22]4[CH2:27][CH2:26][O:25][CH2:24][CH2:23]4)=[N:18][C:17](Cl)=[N:16][C:15]=3[CH:14]=2)[CH2:9]1)=[O:7])([CH3:4])([CH3:3])[CH3:2].[CH2:29]([C:31]1[NH:32][C:33]2[CH:39]=[CH:38][CH:37]=[CH:36][C:34]=2[N:35]=1)[CH3:30].CC(C1C=C(C(C)C)C(C2C=CC=CC=2P(C2CCCCC2)C2CCCCC2)=C(C(C)C)C=1)C.C([O-])([O-])=O.[Cs+].[Cs+].